This data is from Reaction yield outcomes from USPTO patents with 853,638 reactions. The task is: Predict the reaction yield, written as a fraction of the theoretical maximum amount of product (1.0 means a 100% yield; for example, 0.34 means a 34% yield). (1) No catalyst specified. The yield is 0.200. The reactants are [NH2:1][C:2]1[C:3]2[C:11](=[O:12])[CH:10]=[CH:9][N:8]([CH:13]([C:15]3[CH:22]=[C:21]([Cl:23])[C:18]([C:19]#[N:20])=[C:17](Br)[C:16]=3[O:25][CH2:26][CH3:27])[CH3:14])[C:4]=2[N:5]=[CH:6][N:7]=1.[CH3:28][N:29]([CH3:41])[C:30]([C:32]1[N:37]=[CH:36][C:35](B(O)O)=[CH:34][CH:33]=1)=[O:31].C(#N)C.C(=O)([O-])[O-].[Na+].[Na+].O.ClCCl. The product is [NH2:1][C:2]1[C:3]2[C:11](=[O:12])[CH:10]=[CH:9][N:8]([CH:13]([C:15]3[C:16]([O:25][CH2:26][CH3:27])=[C:17]([C:35]4[CH:34]=[CH:33][C:32]([C:30]([N:29]([CH3:41])[CH3:28])=[O:31])=[N:37][CH:36]=4)[C:18]([C:19]#[N:20])=[C:21]([Cl:23])[CH:22]=3)[CH3:14])[C:4]=2[N:5]=[CH:6][N:7]=1. (2) The reactants are [C:1]1([C:7]2[N:11]=[C:10]([N:12]3[CH2:17][CH2:16][NH:15][CH2:14][CH2:13]3)[S:9][N:8]=2)[CH:6]=[CH:5][CH:4]=[CH:3][CH:2]=1.C(N(CC)CC)C.[CH:25]1[C:34]2[C:29](=[CH:30][CH:31]=[CH:32][CH:33]=2)[CH:28]=[CH:27][C:26]=1[N:35]=[C:36]=[O:37]. The catalyst is O1CCCC1. The product is [CH:25]1[C:34]2[C:29](=[CH:30][CH:31]=[CH:32][CH:33]=2)[CH:28]=[CH:27][C:26]=1[NH:35][C:36]([N:15]1[CH2:16][CH2:17][N:12]([C:10]2[S:9][N:8]=[C:7]([C:1]3[CH:2]=[CH:3][CH:4]=[CH:5][CH:6]=3)[N:11]=2)[CH2:13][CH2:14]1)=[O:37]. The yield is 0.522. (3) The reactants are C([C@H]1COC(=O)N1[C:14](=[O:24])[C@H:15]([C:17]1[CH:22]=[CH:21][C:20]([F:23])=[CH:19][CH:18]=1)[CH3:16])C1C=CC=CC=1.[BH4-].[Na+]. The catalyst is C1COCC1.O. The product is [F:23][C:20]1[CH:19]=[CH:18][C:17]([C@H:15]([CH3:16])[CH2:14][OH:24])=[CH:22][CH:21]=1. The yield is 0.970. (4) The reactants are [F:1][C:2]1[CH:16]=[CH:15][C:5]2[C:6]([CH:9]3[CH2:14][CH2:13][NH:12][CH2:11][CH2:10]3)=[N:7][O:8][C:4]=2[CH:3]=1.C(=O)([O-])[O-].[Na+].[Na+].[I-].[K+].[CH3:25][N:26]([CH:28]=[O:29])[CH3:27]. The product is [F:1][C:2]1[CH:16]=[CH:15][C:5]2[C:6]([CH:9]3[CH2:10][CH2:11][N:12]([CH2:3][CH2:4][C:5]4[C:28](=[O:29])[N:26]5[CH2:27][CH2:15][CH2:16][CH2:2][C:25]5=[N:7][C:6]=4[CH3:9])[CH2:13][CH2:14]3)=[N:7][O:8][C:4]=2[CH:3]=1. The yield is 0.460. The catalyst is O. (5) The reactants are F[C:2]1[CH:7]=[CH:6][C:5]([S:8]([C:11]2[CH:16]=[CH:15][CH:14]=[CH:13][CH:12]=2)(=[O:10])=[O:9])=[C:4]([N+:17]([O-:19])=[O:18])[CH:3]=1.[NH:20]1[CH2:25][CH2:24][NH:23][CH2:22][CH2:21]1.C(=O)([O-])[O-].[K+].[K+].O. The catalyst is C(#N)C.C(Cl)Cl. The product is [N+:17]([C:4]1[CH:3]=[C:2]([N:20]2[CH2:25][CH2:24][NH:23][CH2:22][CH2:21]2)[CH:7]=[CH:6][C:5]=1[S:8]([C:11]1[CH:16]=[CH:15][CH:14]=[CH:13][CH:12]=1)(=[O:10])=[O:9])([O-:19])=[O:18]. The yield is 0.920.